From a dataset of Reaction yield outcomes from USPTO patents with 853,638 reactions. Predict the reaction yield, written as a fraction of the theoretical maximum amount of product (1.0 means a 100% yield; for example, 0.34 means a 34% yield). (1) The reactants are F[C:2]1[CH:3]=[C:4]2[O:8][C:7](C3C=CC=CC=3)=[N:6][C:5]2=[C:15]([C:17]([OH:19])=O)[CH:16]=1.Cl.Cl.[NH2:22]C1CC2N(C)C(CCC2)C1.Cl.C(N=C=NCCCN(C)C)C.ON1C2C=CC=CC=2N=N1.C(N(CC)CC)C. The catalyst is CN(C=O)C. The product is [O:8]1[C:4]2=[CH:3][CH:2]=[CH:16][C:15]([C:17]([NH2:22])=[O:19])=[C:5]2[N:6]=[CH:7]1. The yield is 0.910. (2) The reactants are [Br:1][C:2]1[C:7](=[O:8])[N:6]([C:9]2[CH:10]=[C:11]([CH:15]=[CH:16][C:17]=2[CH3:18])[C:12](O)=[O:13])[C:5]([CH3:19])=[N:4][C:3]=1[O:20][CH2:21][C:22]1[CH:27]=[CH:26][C:25]([F:28])=[CH:24][C:23]=1[F:29].C(OC(Cl)=O)C(C)C.[CH3:38][N:39]1CCOCC1. No catalyst specified. The product is [Br:1][C:2]1[C:7](=[O:8])[N:6]([C:9]2[CH:10]=[C:11]([CH:15]=[CH:16][C:17]=2[CH3:18])[C:12]([NH:39][CH3:38])=[O:13])[C:5]([CH3:19])=[N:4][C:3]=1[O:20][CH2:21][C:22]1[CH:27]=[CH:26][C:25]([F:28])=[CH:24][C:23]=1[F:29]. The yield is 0.960. (3) The reactants are [C:1]([O:5][C:6]([N:8]1[CH2:12][CH2:11][C@@H:10]([N:13]2[CH2:19][C:18]3[CH:20]=[CH:21][C:22]([Cl:24])=[CH:23][C:17]=3[NH:16][C:15](=[O:25])[CH2:14]2)[CH2:9]1)=[O:7])([CH3:4])([CH3:3])[CH3:2].[H-].[Na+].[CH2:28](I)[CH3:29]. The catalyst is C1COCC1. The product is [C:1]([O:5][C:6]([N:8]1[CH2:12][CH2:11][C@@H:10]([N:13]2[CH2:19][C:18]3[CH:20]=[CH:21][C:22]([Cl:24])=[CH:23][C:17]=3[N:16]([CH2:28][CH3:29])[C:15](=[O:25])[CH2:14]2)[CH2:9]1)=[O:7])([CH3:4])([CH3:2])[CH3:3]. The yield is 0.470. (4) The reactants are CCCC[N+](CCCC)(CCCC)CCCC.[F-:18].[Cl:19][C:20]1[CH:21]=[CH:22][C:23]([O:28][CH2:29][C:30]([CH2:32]I)=[CH2:31])=[C:24]([CH:27]=1)[CH:25]=[O:26]. The catalyst is C1COCC1. The product is [Cl:19][C:20]1[CH:21]=[CH:22][C:23]([O:28][CH2:29][C:30]([CH2:32][F:18])=[CH2:31])=[C:24]([CH:27]=1)[CH:25]=[O:26]. The yield is 0.210. (5) The reactants are [Cl:1][C:2]1[CH:7]=[CH:6][C:5]([S:8]([C:11]([CH3:17])([CH3:16])[C:12]([NH:14][OH:15])=[NH:13])(=[O:10])=[O:9])=[CH:4][CH:3]=1.[C:18]([C:22]1[CH:26]=[C:25]([C:27](Cl)=O)[N:24]([CH3:30])[N:23]=1)([CH3:21])([CH3:20])[CH3:19]. The catalyst is N1C=CC=CC=1. The product is [C:18]([C:22]1[CH:26]=[C:25]([C:27]2[O:15][N:14]=[C:12]([C:11]([S:8]([C:5]3[CH:4]=[CH:3][C:2]([Cl:1])=[CH:7][CH:6]=3)(=[O:9])=[O:10])([CH3:17])[CH3:16])[N:13]=2)[N:24]([CH3:30])[N:23]=1)([CH3:21])([CH3:20])[CH3:19]. The yield is 0.0900. (6) The reactants are [CH3:1][O:2][C:3]1[CH:12]=[C:11]2[C:6]([C:7](=O)[NH:8][CH:9]=[N:10]2)=[CH:5][C:4]=1[O:14][CH2:15][CH2:16][CH2:17][CH2:18][CH2:19][CH2:20][C:21]([O:23][CH2:24][CH3:25])=[O:22].P(Cl)(Cl)([Cl:28])=O. No catalyst specified. The product is [Cl:28][C:7]1[C:6]2[C:11](=[CH:12][C:3]([O:2][CH3:1])=[C:4]([O:14][CH2:15][CH2:16][CH2:17][CH2:18][CH2:19][CH2:20][C:21]([O:23][CH2:24][CH3:25])=[O:22])[CH:5]=2)[N:10]=[CH:9][N:8]=1. The yield is 0.697. (7) The reactants are [OH:1][CH2:2][CH2:3][C@H:4]1[CH2:8][O:7][C:6]([CH3:10])([CH3:9])[O:5]1.C(N(CC)CC)C.[CH3:18][S:19](Cl)(=[O:21])=[O:20].O. The catalyst is ClCCl. The product is [CH3:9][C:6]1([CH3:10])[O:5][C@@H:4]([CH2:3][CH2:2][O:1][S:19]([CH3:18])(=[O:21])=[O:20])[CH2:8][O:7]1. The yield is 0.980.